Dataset: Forward reaction prediction with 1.9M reactions from USPTO patents (1976-2016). Task: Predict the product of the given reaction. (1) Given the reactants Br[C:2]1[C:3]([NH2:8])=[N:4][CH:5]=[CH:6][CH:7]=1.[CH3:9][O:10][C:11]1[CH:12]=[C:13]2[C:18](=[CH:19][CH:20]=1)[CH:17]=[C:16](B(O)O)[CH:15]=[CH:14]2.O.O.O.O.O.O.O.O.O.O.C(=O)([O-])[O-].[Na+].[Na+], predict the reaction product. The product is: [CH3:9][O:10][C:11]1[CH:12]=[C:13]2[C:18](=[CH:19][CH:20]=1)[CH:17]=[C:16]([C:2]1[C:3]([NH2:8])=[N:4][CH:5]=[CH:6][CH:7]=1)[CH:15]=[CH:14]2. (2) Given the reactants [NH2:1][CH2:2][C@@H:3]1[C@H:6]([NH:7][C:8](=[O:35])/[C:9](=[N:23]\[O:24][C:25]([CH3:34])([CH3:33])[C:26]([O:28][C:29]([CH3:32])([CH3:31])[CH3:30])=[O:27])/[C:10]2[N:11]=[C:12]([NH:15][C:16]([O:18][C:19]([CH3:22])([CH3:21])[CH3:20])=[O:17])[S:13][CH:14]=2)[C:5](=[O:36])[NH:4]1.[CH2:37]([O:44][CH2:45][C@H:46]1[CH2:48][O:47]1)[C:38]1[CH:43]=[CH:42][CH:41]=[CH:40][CH:39]=1, predict the reaction product. The product is: [CH2:37]([O:44][CH2:45][C@H:46]([OH:47])[CH2:48][NH:1][CH2:2][C@@H:3]1[C@H:6]([NH:7][C:8](=[O:35])/[C:9](=[N:23]\[O:24][C:25]([CH3:34])([CH3:33])[C:26]([O:28][C:29]([CH3:32])([CH3:31])[CH3:30])=[O:27])/[C:10]2[N:11]=[C:12]([NH:15][C:16]([O:18][C:19]([CH3:22])([CH3:21])[CH3:20])=[O:17])[S:13][CH:14]=2)[C:5](=[O:36])[NH:4]1)[C:38]1[CH:43]=[CH:42][CH:41]=[CH:40][CH:39]=1. (3) Given the reactants [CH:1]1[C:11]2[CH2:10][CH2:9][C:8]3[CH:12]=[CH:13][CH:14]=[CH:15][C:7]=3[NH:6][C:5]=2[CH:4]=[CH:3][CH:2]=1.B(F)(F)F.O(CC)CC.[C:25]1(=[O:30])[CH2:29][CH2:28][CH:27]=[CH:26]1, predict the reaction product. The product is: [CH:1]1[C:11]2[CH2:10][CH2:9][C:8]3[CH:12]=[CH:13][CH:14]=[CH:15][C:7]=3[N:6]([CH:27]3[CH2:28][CH2:29][C:25](=[O:30])[CH2:26]3)[C:5]=2[CH:4]=[CH:3][CH:2]=1. (4) Given the reactants Br[C:2](Br)=[CH:3][C:4]1[N:5]=[C:6]([CH:9]2[CH2:14][CH2:13][N:12]([C:15]([O:17][C:18]([CH3:21])([CH3:20])[CH3:19])=[O:16])[CH2:11][CH2:10]2)[S:7][CH:8]=1.Cl.C(O)C.O, predict the reaction product. The product is: [C:3]([C:4]1[N:5]=[C:6]([CH:9]2[CH2:14][CH2:13][N:12]([C:15]([O:17][C:18]([CH3:21])([CH3:20])[CH3:19])=[O:16])[CH2:11][CH2:10]2)[S:7][CH:8]=1)#[CH:2]. (5) Given the reactants [S:1](=[O:5])(=[O:4])([OH:3])[OH:2].[C:6]1([C@H:16]([NH:18][CH2:19]/[CH:20]=[CH:21]/[C:22]2[CH:27]=[CH:26][CH:25]=[C:24]([C:28]([F:31])([F:30])[F:29])[CH:23]=2)[CH3:17])[C:15]2[C:10](=[CH:11][CH:12]=[CH:13][CH:14]=2)[CH:9]=[CH:8][CH:7]=1.[H][H], predict the reaction product. The product is: [CH3:17][C@@H:16]([NH:18][CH2:19][CH2:20][CH2:21][C:22]1[CH:27]=[CH:26][CH:25]=[C:24]([C:28]([F:29])([F:30])[F:31])[CH:23]=1)[C:6]1[CH:7]=[CH:8][CH:9]=[C:10]2[CH:11]=[CH:12][CH:13]=[CH:14][C:15]=12.[S:1](=[O:3])(=[O:2])([OH:5])[O-:4]. (6) Given the reactants [Mg].Br[CH2:3][CH2:4][C:5]([F:8])([F:7])[F:6].II.[Cl-].[Zn+2:12].[Cl-], predict the reaction product. The product is: [Zn:12]([CH2:3][CH2:4][C:5]([F:8])([F:7])[F:6])[CH2:3][CH2:4][C:5]([F:8])([F:7])[F:6]. (7) Given the reactants O1CCOCC1.[Cl:7][C:8]1[C:13](B(O)O)=[CH:12][C:11]([O:17][CH3:18])=[CH:10][N:9]=1.Cl[C:20]1[N:25]=[C:24]([CH3:26])[N:23]=[C:22]([NH2:27])[N:21]=1.C([O-])([O-])=O.[Na+].[Na+], predict the reaction product. The product is: [Cl:7][C:8]1[C:13]([C:20]2[N:25]=[C:24]([CH3:26])[N:23]=[C:22]([NH2:27])[N:21]=2)=[CH:12][C:11]([O:17][CH3:18])=[CH:10][N:9]=1.